This data is from Reaction yield outcomes from USPTO patents with 853,638 reactions. The task is: Predict the reaction yield, written as a fraction of the theoretical maximum amount of product (1.0 means a 100% yield; for example, 0.34 means a 34% yield). (1) The catalyst is CO. The reactants are [CH3:1][C:2]1[CH:7]=[C:6]([O:8][C@H:9]2[CH2:13][CH2:12][O:11][CH2:10]2)[CH:5]=[C:4]([CH3:14])[C:3]=1[C:15]1[CH:20]=[CH:19][CH:18]=[C:17]([CH2:21][O:22][C:23]2[CH:36]=[CH:35][C:26]3[C@H:27]([CH2:30][C:31]([O:33]C)=[O:32])[CH2:28][O:29][C:25]=3[CH:24]=2)[CH:16]=1.[OH-].[Na+]. The product is [CH3:14][C:4]1[CH:5]=[C:6]([O:8][C@H:9]2[CH2:13][CH2:12][O:11][CH2:10]2)[CH:7]=[C:2]([CH3:1])[C:3]=1[C:15]1[CH:20]=[CH:19][CH:18]=[C:17]([CH2:21][O:22][C:23]2[CH:36]=[CH:35][C:26]3[C@H:27]([CH2:30][C:31]([OH:33])=[O:32])[CH2:28][O:29][C:25]=3[CH:24]=2)[CH:16]=1. The yield is 1.00. (2) The reactants are [F:1][C:2]1[CH:3]=[CH:4][C:5]2[N:9]=[N:8][NH:7][C:6]=2[CH:10]=1.[OH-].[Na+].[Cl:13][CH2:14][CH2:15][CH2:16][CH2:17]Br. The catalyst is [Br-].C([N+](CCCC)(CCCC)CCCC)CCC. The product is [Cl:13][CH2:14][CH2:15][CH2:16][CH2:17][N:7]1[C:6]2[CH:10]=[C:2]([F:1])[CH:3]=[CH:4][C:5]=2[N:9]=[N:8]1. The yield is 0.390. (3) The reactants are S(=O)(=O)(O)O.[CH3:6][C:7]1[CH:16]=[CH:15][C:14]2[C:9](=[CH:10][C:11]([CH3:18])=[CH:12][C:13]=2[CH3:17])[N:8]=1.[N+:19]([O-])([O-:21])=[O:20].[K+].[OH-].[NH4+]. The catalyst is CCCCCC.C(OCC)(=O)C. The product is [CH3:6][C:7]1[CH:16]=[CH:15][C:14]2[C:9](=[C:10]([N+:19]([O-:21])=[O:20])[C:11]([CH3:18])=[CH:12][C:13]=2[CH3:17])[N:8]=1. The yield is 0.720. (4) The reactants are [NH2:1][C:2]1[CH:9]=[C:8]([CH3:10])[C:5]([C:6]#[N:7])=[C:4]([CH3:11])[N:3]=1.[C:12](N1C=CC=CC1=O)(N1C=CC=CC1=O)=[S:13]. The catalyst is ClCCl. The product is [N:1]([C:2]1[CH:9]=[C:8]([CH3:10])[C:5]([C:6]#[N:7])=[C:4]([CH3:11])[N:3]=1)=[C:12]=[S:13]. The yield is 0.830. (5) The reactants are [C:1]([C:5]1[CH:12]=[CH:11][C:8]([CH2:9][NH2:10])=[CH:7][CH:6]=1)([CH3:4])([CH3:3])[CH3:2].[S:13]1[CH2:18][CH2:17][CH:16]([CH2:19][CH:20]=O)[CH2:15][CH2:14]1.[BH4-].[Na+]. The catalyst is CO.Cl. The product is [C:1]([C:5]1[CH:6]=[CH:7][C:8]([CH2:9][NH:10][CH2:20][CH2:19][CH:16]2[CH2:17][CH2:18][S:13][CH2:14][CH2:15]2)=[CH:11][CH:12]=1)([CH3:4])([CH3:2])[CH3:3]. The yield is 0.870. (6) The reactants are [O:1]=[C:2]1[N:11]2[C:6]([CH:7]=[CH:8][CH:9]=[CH:10]2)=[CH:5][CH:4]=[C:3]1[C:12]([O:14][CH2:15][CH3:16])=[O:13].[Br:17]Br.C(OCC)(=O)C. The catalyst is C(O)(=O)C. The product is [Br:17][C:5]1[CH:4]=[C:3]([C:12]([O:14][CH2:15][CH3:16])=[O:13])[C:2](=[O:1])[N:11]2[C:6]=1[CH:7]=[CH:8][CH:9]=[CH:10]2. The yield is 0.710. (7) The reactants are [F:1][C:2]1[C:7]([C:8]2[NH:12][CH:11]=[C:10]([CH:13]=[O:14])[CH:9]=2)=[CH:6][CH:5]=[CH:4][N:3]=1.[Cl:15]N1C(=O)CCC1=O.O. The catalyst is CN(C)C=O. The product is [Cl:15][C:9]1[C:10]([CH:13]=[O:14])=[CH:11][NH:12][C:8]=1[C:7]1[C:2]([F:1])=[N:3][CH:4]=[CH:5][CH:6]=1. The yield is 0.440. (8) The reactants are C(=O)(O)N.C([N:9]([C:13]1([C:17]2[CH:22]=[CH:21][C:20]([C:23]3[O:24][C:25]4[CH:37]=[C:36]([C:38](=[O:40])[NH2:39])[CH:35]=[CH:34][C:26]=4[C:27]=3[C:28]3[CH:33]=[CH:32][CH:31]=[CH:30][CH:29]=3)=[CH:19][CH:18]=2)[CH2:16][CH2:15][CH2:14]1)C(=O)O)(C)(C)C.C(O)(C(F)(F)F)=O. The catalyst is C(Cl)Cl. The product is [NH2:9][C:13]1([C:17]2[CH:22]=[CH:21][C:20]([C:23]3[O:24][C:25]4[CH:37]=[C:36]([C:38]([NH2:39])=[O:40])[CH:35]=[CH:34][C:26]=4[C:27]=3[C:28]3[CH:33]=[CH:32][CH:31]=[CH:30][CH:29]=3)=[CH:19][CH:18]=2)[CH2:14][CH2:15][CH2:16]1. The yield is 0.990. (9) The reactants are [C:1]([O:5][C:6]([C:8]1[O:9][C:10]2[CH:17]=[CH:16][CH:15]=[C:14]([OH:18])[C:11]=2[C:12]=1[CH3:13])=[O:7])([CH3:4])([CH3:3])[CH3:2].Br[CH2:20][C:21]([O:23][CH3:24])=[O:22].CN(C=O)C. The catalyst is O. The product is [C:1]([O:5][C:6]([C:8]1[O:9][C:10]2[CH:17]=[CH:16][CH:15]=[C:14]([O:18][CH2:20][C:21]([O:23][CH3:24])=[O:22])[C:11]=2[C:12]=1[CH3:13])=[O:7])([CH3:4])([CH3:2])[CH3:3]. The yield is 0.920.